The task is: Predict the product of the given reaction.. This data is from Forward reaction prediction with 1.9M reactions from USPTO patents (1976-2016). (1) The product is: [S:29]([OH:32])(=[O:31])(=[O:30])[CH3:28].[CH3:1][C:2]1[N:3]=[C:4]2[C:9]([NH:10][CH2:11][C:12]3[C:17]([CH3:18])=[CH:16][CH:15]=[CH:14][C:13]=3[CH3:19])=[CH:8][C:7]([C:20]([NH:22][CH2:23][CH2:24][OH:25])=[O:21])=[CH:6][N:5]2[C:26]=1[CH3:27]. Given the reactants [CH3:1][C:2]1[N:3]=[C:4]2[C:9]([NH:10][CH2:11][C:12]3[C:17]([CH3:18])=[CH:16][CH:15]=[CH:14][C:13]=3[CH3:19])=[CH:8][C:7]([C:20]([NH:22][CH2:23][CH2:24][OH:25])=[O:21])=[CH:6][N:5]2[C:26]=1[CH3:27].[CH3:28][S:29]([OH:32])(=[O:31])=[O:30], predict the reaction product. (2) Given the reactants [N+:1]([C:4]1[CH:5]=[N:6][N:7]([CH:9]([C:23]2[CH:28]=[CH:27][CH:26]=[CH:25][CH:24]=2)[CH:10]2[CH2:15][CH2:14][N:13](C(OC(C)(C)C)=O)[CH2:12][CH2:11]2)[CH:8]=1)([O-:3])=[O:2].FC(F)(F)C(O)=O, predict the reaction product. The product is: [N+:1]([C:4]1[CH:5]=[N:6][N:7]([CH:9]([C:23]2[CH:28]=[CH:27][CH:26]=[CH:25][CH:24]=2)[CH:10]2[CH2:11][CH2:12][NH:13][CH2:14][CH2:15]2)[CH:8]=1)([O-:3])=[O:2]. (3) Given the reactants [NH2:1][C:2]1[N:11]=[C:10]([CH2:12][CH3:13])[C:9]2[C:8](=O)[CH2:7][CH:6]([C:15]3[CH:20]=[CH:19][C:18]([F:21])=[CH:17][CH:16]=3)[CH2:5][C:4]=2[N:3]=1.NC1N=C(C)C2C(=[N:34][OH:35])CC(C3C=CC(F)=CC=3)CC=2N=1, predict the reaction product. The product is: [NH2:1][C:2]1[N:11]=[C:10]([CH2:12][CH3:13])[C:9]2[C:8](=[N:34][OH:35])[CH2:7][CH:6]([C:15]3[CH:20]=[CH:19][C:18]([F:21])=[CH:17][CH:16]=3)[CH2:5][C:4]=2[N:3]=1. (4) Given the reactants N1([CH:10]([NH:26][C:27](=[O:30])[O:28][CH3:29])[CH2:11][C@H:12]([NH:15][C:16]2[CH:21]=[CH:20][C:19]([C:22]([F:25])([F:24])[F:23])=[CH:18][CH:17]=2)[CH2:13][CH3:14])C2C=CC=CC=2N=N1.O.C1(C)C=CC(S(O)(=O)=O)=CC=1.C(OCC)(=O)C.C(=O)(O)[O-].[Na+], predict the reaction product. The product is: [CH2:13]([C@@H:12]1[CH2:11][C@H:10]([NH:26][C:27](=[O:30])[O:28][CH3:29])[C:17]2[C:16](=[CH:21][CH:20]=[C:19]([C:22]([F:23])([F:24])[F:25])[CH:18]=2)[NH:15]1)[CH3:14].